From a dataset of Forward reaction prediction with 1.9M reactions from USPTO patents (1976-2016). Predict the product of the given reaction. (1) Given the reactants [CH3:1][C:2]1[CH:7]=[CH:6][N:5]=[CH:4][C:3]=1[N:8]1[CH2:12][CH2:11][NH:10][C:9]1=[O:13].Br[C:15]1[CH:20]=[CH:19][C:18]([F:21])=[C:17]([O:22][CH3:23])[CH:16]=1.N[C@@H]1CCCC[C@H]1N.P([O-])([O-])([O-])=O.[K+].[K+].[K+], predict the reaction product. The product is: [F:21][C:18]1[CH:19]=[CH:20][C:15]([N:10]2[CH2:11][CH2:12][N:8]([C:3]3[CH:4]=[N:5][CH:6]=[CH:7][C:2]=3[CH3:1])[C:9]2=[O:13])=[CH:16][C:17]=1[O:22][CH3:23]. (2) Given the reactants C(N(C(C)C)CC)(C)C.Cl.[CH3:11][NH:12][CH2:13][C:14]1[CH:22]=[CH:21][CH:20]=[C:19]2[C:15]=1[CH2:16][N:17]([CH:24]1[CH2:29][CH2:28][C:27](=[O:30])[NH:26][C:25]1=[O:31])[C:18]2=[O:23].[F:32][C:33]1[CH:34]=[C:35]([N:39]=[C:40]=[O:41])[CH:36]=[CH:37][CH:38]=1, predict the reaction product. The product is: [O:31]=[C:25]1[CH:24]([N:17]2[CH2:16][C:15]3[C:19](=[CH:20][CH:21]=[CH:22][C:14]=3[CH2:13][N:12]([CH3:11])[C:40]([NH:39][C:35]3[CH:36]=[CH:37][CH:38]=[C:33]([F:32])[CH:34]=3)=[O:41])[C:18]2=[O:23])[CH2:29][CH2:28][C:27](=[O:30])[NH:26]1. (3) Given the reactants [F:1][C:2]([F:6])([F:5])[CH2:3][NH2:4].C1N=CN([C:12](N2C=NC=C2)=[O:13])C=1.[CH2:19]([C@H:21]1[CH2:25][NH:24][CH2:23][C@H:22]1[C:26]1[N:30]2[C:31]3[CH:37]=[CH:36][N:35]([S:38]([C:41]4[CH:47]=[CH:46][C:44]([CH3:45])=[CH:43][CH:42]=4)(=[O:40])=[O:39])[C:32]=3[N:33]=[CH:34][C:29]2=[N:28][N:27]=1)[CH3:20], predict the reaction product. The product is: [CH2:19]([C@H:21]1[C@@H:22]([C:26]2[N:30]3[C:31]4[CH:37]=[CH:36][N:35]([S:38]([C:41]5[CH:42]=[CH:43][C:44]([CH3:45])=[CH:46][CH:47]=5)(=[O:40])=[O:39])[C:32]=4[N:33]=[CH:34][C:29]3=[N:28][N:27]=2)[CH2:23][N:24]([C:12]([NH:4][CH2:3][C:2]([F:6])([F:5])[F:1])=[O:13])[CH2:25]1)[CH3:20]. (4) Given the reactants CS(C)=O.C(Cl)(=O)C(Cl)=O.[C:11]([O:15][C:16]([N:18]1[CH2:22][C@@H:21]([CH2:23][NH:24][C:25]([O:27][C:28]([CH3:31])([CH3:30])[CH3:29])=[O:26])[CH2:20][C@H:19]1[CH2:32][OH:33])=[O:17])([CH3:14])([CH3:13])[CH3:12].C(N(CC)CC)C, predict the reaction product. The product is: [C:11]([O:15][C:16]([N:18]1[CH2:22][C@@H:21]([CH2:23][NH:24][C:25]([O:27][C:28]([CH3:31])([CH3:30])[CH3:29])=[O:26])[CH2:20][C@H:19]1[CH:32]=[O:33])=[O:17])([CH3:13])([CH3:12])[CH3:14]. (5) Given the reactants [CH3:1][O:2][C:3](=[O:17])[C:4]1[CH:9]=[CH:8][CH:7]=[C:6]([C:10](=O)[CH:11](Br)[CH2:12]CC)[CH:5]=1.C(C([O:24][CH2:25][C:26]([NH2:28])=[S:27])=O)(C)(C)C, predict the reaction product. The product is: [CH3:1][O:2][C:3](=[O:17])[C:4]1[CH:9]=[CH:8][CH:7]=[C:6]([C:10]2[N:28]=[C:26]([CH2:25][OH:24])[S:27][C:11]=2[CH3:12])[CH:5]=1. (6) The product is: [Br:1][C:2]1[CH:3]=[C:4]([NH:9][CH3:10])[C:5]([CH3:8])=[N:6][CH:7]=1. Given the reactants [Br:1][C:2]1[CH:3]=[C:4]([NH2:9])[C:5]([CH3:8])=[N:6][CH:7]=1.[CH3:10]I, predict the reaction product. (7) Given the reactants [H-].[Na+].[Cl:3][C:4]1[CH:9]=[CH:8][C:7]([C:10]2([OH:14])[CH2:13][CH2:12][CH2:11]2)=[CH:6][C:5]=1[F:15].Br[CH2:17][C:18]([OH:20])=[O:19], predict the reaction product. The product is: [Cl:3][C:4]1[CH:9]=[CH:8][C:7]([C:10]2([O:14][CH2:17][C:18]([OH:20])=[O:19])[CH2:11][CH2:12][CH2:13]2)=[CH:6][C:5]=1[F:15]. (8) Given the reactants [CH3:1][C:2]1[CH:10]=[N:9][CH:8]=[CH:7][C:3]=1[C:4]([OH:6])=[O:5].[ClH:11], predict the reaction product. The product is: [Cl-:11].[C:4]([C@H:3]1[CH2:7][CH2:8][NH2+:9][CH2:10][C@H:2]1[CH3:1])([OH:6])=[O:5].